Dataset: Forward reaction prediction with 1.9M reactions from USPTO patents (1976-2016). Task: Predict the product of the given reaction. (1) Given the reactants Cl.[NH2:2][CH:3]([CH2:13][C:14]1[CH:19]=[CH:18][CH:17]=[C:16]([O:20][C:21]([F:26])([F:25])[CH:22]([F:24])[F:23])[CH:15]=1)[CH:4]([C:6]1[CH:11]=[CH:10][CH:9]=[C:8]([F:12])[N:7]=1)[OH:5].[F:27][C:28]1[C:37]2[C:32](=[CH:33][CH:34]=[CH:35][CH:36]=2)[C:31]([C:38](O)=[O:39])=[CH:30][CH:29]=1.Cl.C(N=C=NCCCN(C)C)C.O.ON1C2C=CC=CC=2N=N1.C(N(CC)CC)C, predict the reaction product. The product is: [F:27][C:28]1[C:37]2[C:32](=[CH:33][CH:34]=[CH:35][CH:36]=2)[C:31]([C:38]([NH:2][CH:3]([CH2:13][C:14]2[CH:19]=[CH:18][CH:17]=[C:16]([O:20][C:21]([F:25])([F:26])[CH:22]([F:23])[F:24])[CH:15]=2)[CH:4]([C:6]2[CH:11]=[CH:10][CH:9]=[C:8]([F:12])[N:7]=2)[OH:5])=[O:39])=[CH:30][CH:29]=1. (2) Given the reactants Cl.[CH2:2]([O:4][C:5](=[O:9])[CH2:6][CH2:7][NH2:8])[CH3:3].Cl[C:11](Cl)([O:13]C(=O)OC(Cl)(Cl)Cl)Cl, predict the reaction product. The product is: [N:8]([CH2:7][CH2:6][C:5]([O:4][CH2:2][CH3:3])=[O:9])=[C:11]=[O:13]. (3) Given the reactants C([NH:5][S:6]([C:9]1[CH:10]=[N:11][CH:12]=[C:13]([C:15]2[N:20]3[CH:21]=[CH:22][C:23]([C:24]4[CH:29]=[CH:28][CH:27]=[CH:26][CH:25]=4)=[C:19]3[C:18]([NH:30][C:31]3[CH:36]=[CH:35][CH:34]=[C:33]([F:37])[CH:32]=3)=[N:17][N:16]=2)[CH:14]=1)(=[O:8])=[O:7])(C)(C)C.C(O)(C(F)(F)F)=O, predict the reaction product. The product is: [F:37][C:33]1[CH:32]=[C:31]([NH:30][C:18]2[C:19]3[N:20]([CH:21]=[CH:22][C:23]=3[C:24]3[CH:25]=[CH:26][CH:27]=[CH:28][CH:29]=3)[C:15]([C:13]3[CH:14]=[C:9]([S:6]([NH2:5])(=[O:8])=[O:7])[CH:10]=[N:11][CH:12]=3)=[N:16][N:17]=2)[CH:36]=[CH:35][CH:34]=1. (4) Given the reactants C[O:2][C:3](=[O:15])[C:4]1[CH:9]=[CH:8][C:7]([C:10]#[N:11])=[C:6]([N+:12]([O-:14])=[O:13])[CH:5]=1.[OH-].[Na+].Cl, predict the reaction product. The product is: [C:10]([C:7]1[CH:8]=[CH:9][C:4]([C:3]([OH:15])=[O:2])=[CH:5][C:6]=1[N+:12]([O-:14])=[O:13])#[N:11]. (5) Given the reactants C(O[C@@H]1[C@@H:15]([O:16][CH2:17][C:18]2[CH:23]=[CH:22][CH:21]=[CH:20][CH:19]=2)[C@@H:14]([O:24][CH2:25][C:26]2[CH:31]=[CH:30][CH:29]=[CH:28][CH:27]=2)[C@@H:13]([CH2:32][O:33][CH2:34][C:35]2[CH:40]=[CH:39][CH:38]=[CH:37][CH:36]=2)OC1(CC1C=CC=CC=1)O)C1C=CC=CC=1.Cl[CH:49](Cl)[C:50]([OH:52])=[O:51], predict the reaction product. The product is: [CH2:25]([O:24][C@@H:49]1[C@@H:15]([O:16][CH2:17][C:18]2[CH:19]=[CH:20][CH:21]=[CH:22][CH:23]=2)[C@@H:14]([O:24][CH2:25][C:26]2[CH:27]=[CH:28][CH:29]=[CH:30][CH:31]=2)[C@@H:13]([CH2:32][O:33][CH2:34][C:35]2[CH:36]=[CH:37][CH:38]=[CH:39][CH:40]=2)[O:52][CH:50]1[O:51][CH2:14][CH2:15][OH:16])[C:26]1[CH:31]=[CH:30][CH:29]=[CH:28][CH:27]=1.